From a dataset of Catalyst prediction with 721,799 reactions and 888 catalyst types from USPTO. Predict which catalyst facilitates the given reaction. Reactant: [C:1]([O:5][C:6]([N:8]1[CH2:13][CH2:12][C:11]([C:15]2[CH:16]=[C:17]([C:25]([OH:27])=[O:26])[C:18]3[C:23]([CH:24]=2)=[CH:22][CH:21]=[CH:20][CH:19]=3)([OH:14])[CH2:10][CH2:9]1)=[O:7])([CH3:4])([CH3:3])[CH3:2].[CH3:28][Si](C=[N+]=[N-])(C)C.C(O)(=O)C. Product: [OH:14][C:11]1([C:15]2[CH:16]=[C:17]([C:25]([O:27][CH3:28])=[O:26])[C:18]3[C:23](=[CH:22][CH:21]=[CH:20][CH:19]=3)[CH:24]=2)[CH2:12][CH2:13][N:8]([C:6]([O:5][C:1]([CH3:4])([CH3:2])[CH3:3])=[O:7])[CH2:9][CH2:10]1. The catalyst class is: 275.